Dataset: CYP3A4 inhibition data for predicting drug metabolism from PubChem BioAssay. Task: Regression/Classification. Given a drug SMILES string, predict its absorption, distribution, metabolism, or excretion properties. Task type varies by dataset: regression for continuous measurements (e.g., permeability, clearance, half-life) or binary classification for categorical outcomes (e.g., BBB penetration, CYP inhibition). Dataset: cyp3a4_veith. (1) The molecule is Cn1cc(-c2nc3cnc(OCc4ccccc4)nc3n(CCC#N)c2=O)c2ccccc21. The result is 0 (non-inhibitor). (2) The drug is COc1ccc(CNc2cc(-c3ccccc3OC)ncn2)c(OC)c1. The result is 1 (inhibitor).